Dataset: Catalyst prediction with 721,799 reactions and 888 catalyst types from USPTO. Task: Predict which catalyst facilitates the given reaction. (1) Reactant: [OH:1][CH2:2][CH2:3][C:4]1[CH:9]=[CH:8][C:7]([OH:10])=[C:6]([I:11])[CH:5]=1.[CH2:12]([O:16][CH2:17][C:18]1[CH:23]=[CH:22][CH:21]=[CH:20][CH:19]=1)[C@H:13]1[O:15][CH2:14]1.C(=O)([O-])[O-].[Cs+].[Cs+].Cl. Product: [CH2:17]([O:16][CH2:12][C@@H:13]([OH:15])[CH2:14][O:10][C:7]1[CH:8]=[CH:9][C:4]([CH2:3][CH2:2][OH:1])=[CH:5][C:6]=1[I:11])[C:18]1[CH:23]=[CH:22][CH:21]=[CH:20][CH:19]=1. The catalyst class is: 3. (2) Reactant: [F:1][C:2]([F:16])([F:15])[C:3]1[CH:14]=[CH:13][C:6]([CH2:7][CH:8]([C:11]#[N:12])[C:9]#[N:10])=[CH:5][CH:4]=1.[H-].[Na+].Br[CH2:20][CH2:21][C:22]([F:25])([F:24])[F:23]. Product: [F:23][C:22]([F:25])([F:24])[CH2:21][CH2:20][C:8]([CH2:7][C:6]1[CH:5]=[CH:4][C:3]([C:2]([F:15])([F:16])[F:1])=[CH:14][CH:13]=1)([C:11]#[N:12])[C:9]#[N:10]. The catalyst class is: 9.